Dataset: Catalyst prediction with 721,799 reactions and 888 catalyst types from USPTO. Task: Predict which catalyst facilitates the given reaction. (1) Reactant: [F:1][C@H:2]1[CH2:6][N:5](C(OC(C)(C)C)=O)[C@H:4]([C:14](=[O:34])[NH:15][CH2:16][C:17]2[C:18]([O:32][CH3:33])=[N:19][N:20]([C:22]3[CH:27]=[N:26][C:25]([C:28]([F:31])([F:30])[F:29])=[CH:24][N:23]=3)[CH:21]=2)[CH2:3]1.[ClH:35]. Product: [ClH:35].[F:1][C@H:2]1[CH2:6][NH:5][C@H:4]([C:14]([NH:15][CH2:16][C:17]2[C:18]([O:32][CH3:33])=[N:19][N:20]([C:22]3[CH:27]=[N:26][C:25]([C:28]([F:31])([F:30])[F:29])=[CH:24][N:23]=3)[CH:21]=2)=[O:34])[CH2:3]1. The catalyst class is: 12. (2) Reactant: [C:1]([O:5][C:6](=[O:38])[CH2:7][N:8]([CH2:30][C:31](=[O:37])[O:32][C:33]([CH3:36])([CH3:35])[CH3:34])[CH2:9][CH2:10][N:11]1[CH2:19][CH2:18][NH:17][CH2:16][CH2:15][N:14]([C:20]([O:22][CH2:23][C:24]2[CH:29]=[CH:28][CH:27]=[CH:26][CH:25]=2)=[O:21])[CH2:13][CH2:12]1)([CH3:4])([CH3:3])[CH3:2].C([O-])([O-])=O.[K+].[K+].Br[CH2:46][C:47]([O:49][C:50]([CH3:53])([CH3:52])[CH3:51])=[O:48]. Product: [C:1]([O:5][C:6](=[O:38])[CH2:7][N:8]([CH2:30][C:31](=[O:37])[O:32][C:33]([CH3:36])([CH3:35])[CH3:34])[CH2:9][CH2:10][N:11]1[CH2:19][CH2:18][N:17]([CH2:46][C:47]([O:49][C:50]([CH3:53])([CH3:52])[CH3:51])=[O:48])[CH2:16][CH2:15][N:14]([C:20]([O:22][CH2:23][C:24]2[CH:25]=[CH:26][CH:27]=[CH:28][CH:29]=2)=[O:21])[CH2:13][CH2:12]1)([CH3:4])([CH3:2])[CH3:3]. The catalyst class is: 23. (3) Reactant: O[C:2]1[C:7]([C:8]2[CH:13]=[CH:12][CH:11]=[C:10]([N+:14]([O-:16])=[O:15])[CH:9]=2)=[N:6][N:5]([CH3:17])[C:4](=[O:18])[C:3]=1[C:19]([O:21][CH2:22][CH3:23])=[O:20].C(Cl)(=O)C([Cl:27])=O.CN(C=O)C. Product: [Cl:27][C:2]1[C:7]([C:8]2[CH:13]=[CH:12][CH:11]=[C:10]([N+:14]([O-:16])=[O:15])[CH:9]=2)=[N:6][N:5]([CH3:17])[C:4](=[O:18])[C:3]=1[C:19]([O:21][CH2:22][CH3:23])=[O:20]. The catalyst class is: 2. (4) Reactant: [N+:1]([C:4]1[CH:9]=[CH:8][C:7]([N:10]=[C:11]=[O:12])=[CH:6][CH:5]=1)([O-:3])=[O:2].[NH:13]1[CH2:17][CH2:16][CH2:15][CH2:14]1. Product: [N+:1]([C:4]1[CH:5]=[CH:6][C:7]([NH:10][C:11]([N:13]2[CH2:17][CH2:16][CH2:15][CH2:14]2)=[O:12])=[CH:8][CH:9]=1)([O-:3])=[O:2]. The catalyst class is: 10. (5) Reactant: Br[CH2:2][C:3]([CH2:22][OH:23])([CH2:20][OH:21])[CH2:4][O:5][C:6]1[CH:11]=[CH:10][C:9]([C:12]([C:14]2[CH:19]=[CH:18][CH:17]=[CH:16][CH:15]=2)=[O:13])=[CH:8][CH:7]=1.[CH3:24][NH:25][CH3:26]. Product: [C:12]([C:9]1[CH:10]=[CH:11][C:6]([O:5][CH2:4][C:3]([CH2:2][N:25]([CH3:26])[CH3:24])([CH2:22][OH:23])[CH2:20][OH:21])=[CH:7][CH:8]=1)(=[O:13])[C:14]1[CH:19]=[CH:18][CH:17]=[CH:16][CH:15]=1. The catalyst class is: 8. (6) Reactant: Cl[C:2]1[C:3]2[C:4](=[CH:17][N:18](CC3C=CC(OC)=CC=3)[N:19]=2)[N:5]=[C:6]([C:8]2[N:9]=[C:10]3[CH:15]=[CH:14][CH:13]=[CH:12][N:11]3[CH:16]=2)[N:7]=1.[NH:29]1[C:37]2[C:32](=[CH:33][CH:34]=[C:35]([NH2:38])[CH:36]=2)[CH:31]=[N:30]1.Cl. Product: [N:9]1[C:8]([C:6]2[N:7]=[C:2]([NH:38][C:35]3[CH:36]=[C:37]4[C:32]([CH:31]=[N:30][NH:29]4)=[CH:33][CH:34]=3)[C:3]3[NH:19][N:18]=[CH:17][C:4]=3[N:5]=2)=[CH:16][N:11]2[CH:12]=[CH:13][CH:14]=[CH:15][C:10]=12. The catalyst class is: 71.